This data is from NCI-60 drug combinations with 297,098 pairs across 59 cell lines. The task is: Regression. Given two drug SMILES strings and cell line genomic features, predict the synergy score measuring deviation from expected non-interaction effect. (1) Synergy scores: CSS=25.4, Synergy_ZIP=-7.51, Synergy_Bliss=-3.41, Synergy_Loewe=-24.9, Synergy_HSA=-3.35. Drug 2: N.N.Cl[Pt+2]Cl. Drug 1: C1=NC(=NC(=O)N1C2C(C(C(O2)CO)O)O)N. Cell line: NCI-H322M. (2) Drug 1: CC1=CC=C(C=C1)C2=CC(=NN2C3=CC=C(C=C3)S(=O)(=O)N)C(F)(F)F. Drug 2: CN(CCCl)CCCl.Cl. Cell line: MDA-MB-435. Synergy scores: CSS=1.42, Synergy_ZIP=0.457, Synergy_Bliss=1.99, Synergy_Loewe=-2.02, Synergy_HSA=-0.628.